The task is: Binary Classification. Given a T-cell receptor sequence (or CDR3 region) and an epitope sequence, predict whether binding occurs between them.. This data is from TCR-epitope binding with 47,182 pairs between 192 epitopes and 23,139 TCRs. (1) The epitope is ITEEVGHTDLMAAY. The TCR CDR3 sequence is CASSQEGLAGGLVTDTQYF. Result: 0 (the TCR does not bind to the epitope). (2) The epitope is KAYNVTQAF. The TCR CDR3 sequence is CSVESYSSTDTQYF. Result: 1 (the TCR binds to the epitope). (3) The epitope is VLWAHGFEL. The TCR CDR3 sequence is CASSLGWGAGGETQYF. Result: 1 (the TCR binds to the epitope). (4) The epitope is KLPDDFTGCV. The TCR CDR3 sequence is CASSLEGFGYEQYF. Result: 0 (the TCR does not bind to the epitope). (5) The epitope is KLWAQCVQL. The TCR CDR3 sequence is CSASYGGTGITDTQYF. Result: 1 (the TCR binds to the epitope). (6) The epitope is CTELKLSDY. The TCR CDR3 sequence is CSVVAPGQGIYGYTF. Result: 0 (the TCR does not bind to the epitope). (7) The epitope is LLQTGIHVRVSQPSL. The TCR CDR3 sequence is CASSLASNLGYGYTF. Result: 0 (the TCR does not bind to the epitope). (8) The epitope is PKYVKQNTLKLAT. The TCR CDR3 sequence is CASRLAKGRFETQYF. Result: 1 (the TCR binds to the epitope). (9) The epitope is FPPTSFGPL. The TCR CDR3 sequence is CASNDWLAGAHYEQYF. Result: 1 (the TCR binds to the epitope). (10) The epitope is GLIYNRMGAVTTEV. The TCR CDR3 sequence is CASSLDGGASREQYF. Result: 1 (the TCR binds to the epitope).